Task: Predict the product of the given reaction.. Dataset: Forward reaction prediction with 1.9M reactions from USPTO patents (1976-2016) (1) The product is: [NH2:15][C:11]1[C:10]([CH3:18])=[C:9]([N:8]([CH2:19][C:20]2[CH:40]=[CH:39][C:23]([O:24][C:25]3[CH:26]=[C:27]([CH:36]=[CH:37][CH:38]=3)[O:28][CH2:29][C@H:30]3[NH:34][C:33](=[O:35])[CH2:32][CH2:31]3)=[CH:22][CH:21]=2)[CH2:1][C:2]2[CH:3]=[CH:4][CH:5]=[CH:6][CH:7]=2)[CH:14]=[CH:13][CH:12]=1. Given the reactants [CH2:1]([N:8]([CH2:19][C:20]1[CH:40]=[CH:39][C:23]([O:24][C:25]2[CH:26]=[C:27]([CH:36]=[CH:37][CH:38]=2)[O:28][CH2:29][C@H:30]2[NH:34][C:33](=[O:35])[CH2:32][CH2:31]2)=[CH:22][CH:21]=1)[C:9]1[CH:14]=[CH:13][CH:12]=[C:11]([N+:15]([O-])=O)[C:10]=1[CH3:18])[C:2]1[CH:7]=[CH:6][CH:5]=[CH:4][CH:3]=1.[NH4+].[Cl-].C(O)C.O, predict the reaction product. (2) Given the reactants [Cl:1][C:2]1[C:3]([C:20]#[N:21])=[N:4][CH:5]=[C:6]([NH:8][C:9]2[CH:14]=[CH:13][C:12]([F:15])=[CH:11][C:10]=2[C:16]([F:19])([F:18])[F:17])[CH:7]=1.CO, predict the reaction product. The product is: [NH2:21][CH2:20][C:3]1[N:4]=[CH:5][C:6]([NH:8][C:9]2[CH:14]=[CH:13][C:12]([F:15])=[CH:11][C:10]=2[C:16]([F:19])([F:18])[F:17])=[CH:7][C:2]=1[Cl:1]. (3) The product is: [CH:1]([C:4]1[CH:9]=[CH:8][C:7]([C:10]2[C:12]3[C:13](=[CH:14][CH:15]=[C:16]([O:18][CH2:19][C:20]#[CH:21])[CH:17]=3)[N:22]([CH2:23][C:24]3[C:25]([O:30][CH2:31][CH2:32][O:33][CH3:34])=[N:26][CH:27]=[CH:28][CH:29]=3)[C:36](=[O:35])[N:37]=2)=[CH:6][CH:5]=1)([CH3:3])[CH3:2]. Given the reactants [CH:1]([C:4]1[CH:9]=[CH:8][C:7]([C:10]([C:12]2[CH:17]=[C:16]([O:18][CH2:19][C:20]#[CH:21])[CH:15]=[CH:14][C:13]=2[NH:22][CH2:23][C:24]2[C:25]([O:30][CH2:31][CH2:32][O:33][CH3:34])=[N:26][CH:27]=[CH:28][CH:29]=2)=O)=[CH:6][CH:5]=1)([CH3:3])[CH3:2].[O-:35][C:36]#[N:37].[Na+], predict the reaction product. (4) Given the reactants [NH2:1][C:2]1[CH:3]=[C:4]2[C:8](=[CH:9][CH:10]=1)[N:7]([C:11]1[CH:19]=[CH:18][C:14]([C:15]([OH:17])=O)=[CH:13][CH:12]=1)[CH:6]=[CH:5]2.[NH2:20][CH2:21][C:22]1[NH:23][C:24]2[C:29]([CH:30]=1)=[CH:28][CH:27]=[CH:26][CH:25]=2.[OH:31][CH2:32][CH2:33][N:34]1[C:42]2[C:37](=[CH:38][C:39]([C:43](O)=[O:44])=[CH:40][CH:41]=2)[CH:36]=[CH:35]1, predict the reaction product. The product is: [NH:23]1[C:24]2[C:29](=[CH:28][CH:27]=[CH:26][CH:25]=2)[CH:30]=[C:22]1[CH2:21][NH:20][C:15]([C:14]1[CH:18]=[CH:19][C:11]([N:7]2[C:8]3[C:4](=[CH:3][C:2]([NH:1][C:43]([C:39]4[CH:38]=[C:37]5[C:42](=[CH:41][CH:40]=4)[N:34]([CH2:33][CH2:32][OH:31])[CH:35]=[CH:36]5)=[O:44])=[CH:10][CH:9]=3)[CH:5]=[CH:6]2)=[CH:12][CH:13]=1)=[O:17]. (5) Given the reactants [O:1]1[CH:6]=[CH:5][CH2:4][CH2:3][CH:2]1[C:7]([C:9]1[C:14]([N+:15]([O-])=O)=[C:13]([NH2:18])[N:12]=[C:11]([C:19]2[CH:24]=[CH:23][CH:22]=[C:21]([CH2:25][OH:26])[CH:20]=2)[N:10]=1)=[O:8].NN, predict the reaction product. The product is: [O:1]1[CH:6]=[CH:5][CH2:4][CH2:3][CH:2]1[C:7]([C:9]1[C:14]([NH2:15])=[C:13]([NH2:18])[N:12]=[C:11]([C:19]2[CH:24]=[CH:23][CH:22]=[C:21]([CH2:25][OH:26])[CH:20]=2)[N:10]=1)=[O:8].